Dataset: Reaction yield outcomes from USPTO patents with 853,638 reactions. Task: Predict the reaction yield, written as a fraction of the theoretical maximum amount of product (1.0 means a 100% yield; for example, 0.34 means a 34% yield). (1) The reactants are Br[C:2]1[N:3]=[C:4](/[CH:8]=[CH:9]/[C:10]2[N:20]=[C:13]3[C:14]([CH3:19])=[N:15][CH:16]=[C:17]([CH3:18])[N:12]3[N:11]=2)[N:5]([CH3:7])[CH:6]=1.[CH3:21][N:22]1[CH2:26][CH2:25][NH:24][C:23]1=[O:27]. No catalyst specified. The product is [CH3:18][C:17]1[N:12]2[N:11]=[C:10](/[CH:9]=[CH:8]/[C:4]3[N:5]([CH3:7])[CH:6]=[C:2]([N:24]4[CH2:25][CH2:26][N:22]([CH3:21])[C:23]4=[O:27])[N:3]=3)[N:20]=[C:13]2[C:14]([CH3:19])=[N:15][CH:16]=1. The yield is 0.113. (2) The reactants are [C:1]1([CH2:7][O:8][C:9]2[CH:17]=[CH:16][CH:15]=[CH:14][C:10]=2[C:11]([OH:13])=[O:12])[CH:6]=[CH:5][CH:4]=[CH:3][CH:2]=1.[O:18]([CH2:26][C@H:27](O)[CH3:28])[Si:19]([C:22]([CH3:25])([CH3:24])[CH3:23])([CH3:21])[CH3:20].Cl.CN(C)CCCN=C=NCC. The catalyst is CN(C)C1C=CN=CC=1.ClCCl. The product is [C:1]1([CH2:7][O:8][C:9]2[CH:17]=[CH:16][CH:15]=[CH:14][C:10]=2[C:11]([O:13][C@H:27]([CH3:28])[CH2:26][O:18][Si:19]([C:22]([CH3:25])([CH3:24])[CH3:23])([CH3:21])[CH3:20])=[O:12])[CH:2]=[CH:3][CH:4]=[CH:5][CH:6]=1. The yield is 0.290. (3) The reactants are Cl[C:2]1[C:7]([C:8]([O:10][CH3:11])=[O:9])=[CH:6][N:5]=[CH:4][C:3]=1[C:12]([O:14]C)=O.C(O)(=O)C.[CH:20](=[NH:22])[NH2:21].[H-].[Na+]. The catalyst is O1CCOCC1. The product is [OH:14][C:12]1[C:3]2[CH:4]=[N:5][CH:6]=[C:7]([C:8]([O:10][CH3:11])=[O:9])[C:2]=2[N:21]=[CH:20][N:22]=1. The yield is 0.561. (4) The reactants are S(C1C=CC(C)=CC=1)(O)(=O)=O.[CH3:12][C@H:13]1[CH2:17][CH2:16][CH2:15][NH:14]1.F[C:19]1[CH:24]=[CH:23][C:22]([N+:25]([O-:27])=[O:26])=[C:21]([C:28]([F:31])([F:30])[F:29])[CH:20]=1.C(N(CC)CC)C. The catalyst is C(#N)C. The product is [CH3:12][C@H:13]1[CH2:17][CH2:16][CH2:15][N:14]1[C:19]1[CH:24]=[CH:23][C:22]([N+:25]([O-:27])=[O:26])=[C:21]([C:28]([F:29])([F:31])[F:30])[CH:20]=1. The yield is 1.00. (5) The reactants are [Cl:1][C:2]1[CH:11]=[C:10]([F:12])[C:9]2[C:4](=[CH:5][CH:6]=[C:7]([O:13]C)[CH:8]=2)[N:3]=1.B(Br)(Br)Br. The catalyst is C(Cl)Cl. The product is [Cl:1][C:2]1[CH:11]=[C:10]([F:12])[C:9]2[C:4](=[CH:5][CH:6]=[C:7]([OH:13])[CH:8]=2)[N:3]=1. The yield is 0.690.